Predict the reaction yield, written as a fraction of the theoretical maximum amount of product (1.0 means a 100% yield; for example, 0.34 means a 34% yield). From a dataset of Reaction yield outcomes from USPTO patents with 853,638 reactions. The reactants are [CH3:1][N:2]1[C:6]([CH:7]2[CH2:12][CH:11]([S:13]([C:16]3[CH:21]=[CH:20][CH:19]=[C:18]([C:22]([F:25])([F:24])[F:23])[CH:17]=3)(=[O:15])=[O:14])[CH2:10][CH2:9][O:8]2)=[CH:5][C:4]([C:26]([F:29])([F:28])[F:27])=[N:3]1.[CH3:30]C([O-])(C)C.[K+]. The catalyst is C1COCC1. The product is [CH3:1][N:2]1[C:6]([CH:7]2[CH2:12][C:11]([CH3:30])([S:13]([C:16]3[CH:21]=[CH:20][CH:19]=[C:18]([C:22]([F:25])([F:24])[F:23])[CH:17]=3)(=[O:15])=[O:14])[CH2:10][CH2:9][O:8]2)=[CH:5][C:4]([C:26]([F:27])([F:29])[F:28])=[N:3]1. The yield is 0.580.